Dataset: Catalyst prediction with 721,799 reactions and 888 catalyst types from USPTO. Task: Predict which catalyst facilitates the given reaction. (1) Reactant: Br[C:2]1[CH:7]=[CH:6][C:5]([CH2:8][C:9]([O:11][C:12]([CH3:15])([CH3:14])[CH3:13])=[O:10])=[CH:4][C:3]=1[CH3:16].C([Sn](CCCC)(CCCC)[C:22]1[CH:27]=[CH:26][N:25]=[N:24][CH:23]=1)CCC. The catalyst class is: 455. Product: [CH3:16][C:3]1[CH:4]=[C:5]([CH2:8][C:9]([O:11][C:12]([CH3:15])([CH3:14])[CH3:13])=[O:10])[CH:6]=[CH:7][C:2]=1[C:22]1[CH:27]=[CH:26][N:25]=[N:24][CH:23]=1. (2) Reactant: [CH:1]([C:4]1[NH:5][CH:6]=[CH:7][N:8]=1)([CH3:3])[CH3:2].[N:9]([CH2:12][Si:13]([O:17][CH3:18])([O:15][CH3:16])[CH3:14])=[C:10]=[O:11]. Product: [CH:1]([C:4]1[N:5]([C:10](=[O:11])[NH:9][CH2:12][Si:13]([O:17][CH3:18])([O:15][CH3:16])[CH3:14])[CH:6]=[CH:7][N:8]=1)([CH3:3])[CH3:2]. The catalyst class is: 13. (3) Reactant: ClC(Cl)(O[C:5](=[O:11])OC(Cl)(Cl)Cl)Cl.[F:13][C:14]1[CH:15]=[C:16]([CH:19]=[CH:20][CH:21]=1)[CH2:17][NH2:18].CCN(C(C)C)C(C)C. Product: [F:13][C:14]1[CH:15]=[C:16]([CH:19]=[CH:20][CH:21]=1)[CH2:17][N:18]=[C:5]=[O:11]. The catalyst class is: 2. (4) Reactant: [C:1]([O:5][C:6](=O)[CH2:7][OH:8])(=O)[CH2:2][OH:3].[NH2:10][CH2:11][CH2:12][CH2:13][NH:14][C:15](=[O:21])[O:16][C:17]([CH3:20])([CH3:19])[CH3:18].[CH3:22][N:23]1[C@@H:32]2[CH2:33][C:34]3[CH:39]=[CH:38][C:37]([OH:40])=[C:36]4[O:41][C@H:27]5[C@@H:28]([NH2:43])[CH2:29][CH2:30][C@:31]2([OH:42])[C@:26]5([C:35]=34)[CH2:25][CH2:24]1.CCOC1N(C(OCC)=O)C2C(=CC=CC=2)C=C1. Product: [C:17]([O:16][C:15](=[O:21])[NH:14][CH2:13][CH2:12][CH2:11][NH:10][C:2](=[O:3])[CH2:1][O:5][CH2:6][C:7]([NH:43][C@H:28]1[CH2:29][CH2:30][C@:31]2([OH:42])[C@@:26]34[C:35]5[C:34](=[CH:39][CH:38]=[C:37]([OH:40])[C:36]=5[O:41][C@@H:27]13)[CH2:33][CH:32]2[N:23]([CH3:22])[CH2:24][CH2:25]4)=[O:8])([CH3:18])([CH3:20])[CH3:19]. The catalyst class is: 198. (5) Reactant: [NH:1]1[CH2:6][CH2:5][CH:4]([CH2:7][CH2:8][OH:9])[CH2:3][CH2:2]1.[C:10]([Si:14](Cl)([CH3:16])[CH3:15])([CH3:13])([CH3:12])[CH3:11].N1C=CN=C1.C([O-])([O-])=O.[K+].[K+]. Product: [Si:14]([O:9][CH2:8][CH2:7][CH:4]1[CH2:5][CH2:6][NH:1][CH2:2][CH2:3]1)([C:10]([CH3:13])([CH3:12])[CH3:11])([CH3:16])[CH3:15]. The catalyst class is: 4. (6) Reactant: [C:1]([O:5][C:6]([N:8]1[CH2:13][CH2:12][CH:11]([O:14][C:15]2[CH:24]=[C:23]([C:25]3[CH:30]=[CH:29][C:28]([Cl:31])=[CH:27][CH:26]=3)[CH:22]=[CH:21][C:16]=2[C:17]([O:19]C)=[O:18])[CH2:10][CH2:9]1)=[O:7])([CH3:4])([CH3:3])[CH3:2].[OH-].[Na+].Cl. Product: [C:1]([O:5][C:6]([N:8]1[CH2:13][CH2:12][CH:11]([O:14][C:15]2[CH:24]=[C:23]([C:25]3[CH:30]=[CH:29][C:28]([Cl:31])=[CH:27][CH:26]=3)[CH:22]=[CH:21][C:16]=2[C:17]([OH:19])=[O:18])[CH2:10][CH2:9]1)=[O:7])([CH3:4])([CH3:2])[CH3:3]. The catalyst class is: 12. (7) Reactant: [CH3:1][O:2][C:3](=[O:18])[C@H:4](Br)[CH2:5][CH2:6][C:7]([O:9][CH2:10][C:11]1[CH:16]=[CH:15][CH:14]=[CH:13][CH:12]=1)=[O:8].[C:19]1([OH:29])[C:28]2[C:23](=[CH:24][CH:25]=[CH:26][CH:27]=2)[CH:22]=[CH:21][CH:20]=1.C([O-])([O-])=O.[K+].[K+]. Product: [CH3:1][O:2][C:3](=[O:18])[C@@H:4]([O:29][C:19]1[C:28]2[C:23](=[CH:24][CH:25]=[CH:26][CH:27]=2)[CH:22]=[CH:21][CH:20]=1)[CH2:5][CH2:6][C:7]([O:9][CH2:10][C:11]1[CH:16]=[CH:15][CH:14]=[CH:13][CH:12]=1)=[O:8]. The catalyst class is: 9.